This data is from NCI-60 drug combinations with 297,098 pairs across 59 cell lines. The task is: Regression. Given two drug SMILES strings and cell line genomic features, predict the synergy score measuring deviation from expected non-interaction effect. (1) Drug 1: CNC(=O)C1=CC=CC=C1SC2=CC3=C(C=C2)C(=NN3)C=CC4=CC=CC=N4. Drug 2: CC(C)(C#N)C1=CC(=CC(=C1)CN2C=NC=N2)C(C)(C)C#N. Cell line: BT-549. Synergy scores: CSS=1.27, Synergy_ZIP=0.675, Synergy_Bliss=0.656, Synergy_Loewe=-1.11, Synergy_HSA=-1.00. (2) Drug 1: C1CC(=O)NC(=O)C1N2CC3=C(C2=O)C=CC=C3N. Drug 2: C1=NC2=C(N=C(N=C2N1C3C(C(C(O3)CO)O)O)F)N. Cell line: UACC62. Synergy scores: CSS=4.13, Synergy_ZIP=-1.69, Synergy_Bliss=0.613, Synergy_Loewe=2.00, Synergy_HSA=1.71. (3) Drug 1: C1=CC(=CC=C1CCCC(=O)O)N(CCCl)CCCl. Drug 2: C1CN(CCN1C(=O)CCBr)C(=O)CCBr. Cell line: HCT116. Synergy scores: CSS=56.6, Synergy_ZIP=-3.91, Synergy_Bliss=-1.09, Synergy_Loewe=-3.40, Synergy_HSA=1.98. (4) Drug 1: C#CCC(CC1=CN=C2C(=N1)C(=NC(=N2)N)N)C3=CC=C(C=C3)C(=O)NC(CCC(=O)O)C(=O)O. Drug 2: CC(C)NC(=O)C1=CC=C(C=C1)CNNC.Cl. Cell line: RXF 393. Synergy scores: CSS=-3.01, Synergy_ZIP=2.13, Synergy_Bliss=0.986, Synergy_Loewe=-0.0742, Synergy_HSA=-2.63. (5) Drug 1: CNC(=O)C1=CC=CC=C1SC2=CC3=C(C=C2)C(=NN3)C=CC4=CC=CC=N4. Drug 2: CC1C(C(CC(O1)OC2CC(CC3=C2C(=C4C(=C3O)C(=O)C5=CC=CC=C5C4=O)O)(C(=O)C)O)N)O. Cell line: UACC62. Synergy scores: CSS=60.1, Synergy_ZIP=-1.77, Synergy_Bliss=0.853, Synergy_Loewe=-20.6, Synergy_HSA=1.70. (6) Drug 1: C1=NC(=NC(=O)N1C2C(C(C(O2)CO)O)O)N. Drug 2: C(CC(=O)O)C(=O)CN.Cl. Cell line: OVCAR-8. Synergy scores: CSS=12.5, Synergy_ZIP=-6.03, Synergy_Bliss=1.65, Synergy_Loewe=-14.1, Synergy_HSA=-0.100. (7) Drug 1: CS(=O)(=O)C1=CC(=C(C=C1)C(=O)NC2=CC(=C(C=C2)Cl)C3=CC=CC=N3)Cl. Drug 2: CC12CCC3C(C1CCC2OP(=O)(O)O)CCC4=C3C=CC(=C4)OC(=O)N(CCCl)CCCl.[Na+]. Cell line: HS 578T. Synergy scores: CSS=4.52, Synergy_ZIP=2.43, Synergy_Bliss=5.47, Synergy_Loewe=-1.90, Synergy_HSA=-1.33. (8) Drug 1: CC1=C2C(C(=O)C3(C(CC4C(C3C(C(C2(C)C)(CC1OC(=O)C(C(C5=CC=CC=C5)NC(=O)OC(C)(C)C)O)O)OC(=O)C6=CC=CC=C6)(CO4)OC(=O)C)OC)C)OC. Drug 2: C1CN(P(=O)(OC1)NCCCl)CCCl. Cell line: OVCAR3. Synergy scores: CSS=46.0, Synergy_ZIP=2.22, Synergy_Bliss=0.0624, Synergy_Loewe=-42.1, Synergy_HSA=-0.557. (9) Drug 1: COC1=NC(=NC2=C1N=CN2C3C(C(C(O3)CO)O)O)N. Drug 2: CCCCC(=O)OCC(=O)C1(CC(C2=C(C1)C(=C3C(=C2O)C(=O)C4=C(C3=O)C=CC=C4OC)O)OC5CC(C(C(O5)C)O)NC(=O)C(F)(F)F)O. Cell line: U251. Synergy scores: CSS=56.0, Synergy_ZIP=-4.21, Synergy_Bliss=-4.40, Synergy_Loewe=-3.68, Synergy_HSA=0.767. (10) Drug 2: C1CC(C1)(C(=O)O)C(=O)O.[NH2-].[NH2-].[Pt+2]. Synergy scores: CSS=17.8, Synergy_ZIP=-1.69, Synergy_Bliss=-2.81, Synergy_Loewe=-5.20, Synergy_HSA=-0.455. Drug 1: C1C(C(OC1N2C=C(C(=O)NC2=O)F)CO)O. Cell line: A498.